From a dataset of Reaction yield outcomes from USPTO patents with 853,638 reactions. Predict the reaction yield, written as a fraction of the theoretical maximum amount of product (1.0 means a 100% yield; for example, 0.34 means a 34% yield). The reactants are CC1C=CC=C(C)C=1OCC1C(COC2C=C3C(=CC=2)N(CC2C=C(C=CC=2)C(O)=O)C=C3)=C(C(C)C)ON=1.[CH3:40][CH:41]([C:43]1[O:47][N:46]=[C:45]([CH2:48][O:49][C:50]2[C:55]([F:56])=[CH:54][C:53]([F:57])=[CH:52][C:51]=2[F:58])[C:44]=1[CH2:59][O:60][C:61]1[CH:62]=[C:63]2[C:67](=[CH:68][CH:69]=1)[N:66]([CH2:70][C:71]1[CH:72]=[C:73]([CH:78]=[CH:79][CH:80]=1)[C:74]([O:76]C)=[O:75])[CH:65]=[CH:64]2)[CH3:42]. No catalyst specified. The product is [CH3:42][CH:41]([C:43]1[O:47][N:46]=[C:45]([CH2:48][O:49][C:50]2[C:51]([F:58])=[CH:52][C:53]([F:57])=[CH:54][C:55]=2[F:56])[C:44]=1[CH2:59][O:60][C:61]1[CH:62]=[C:63]2[C:67](=[CH:68][CH:69]=1)[N:66]([CH2:70][C:71]1[CH:72]=[C:73]([CH:78]=[CH:79][CH:80]=1)[C:74]([OH:76])=[O:75])[CH:65]=[CH:64]2)[CH3:40]. The yield is 0.430.